Dataset: Peptide-MHC class I binding affinity with 185,985 pairs from IEDB/IMGT. Task: Regression. Given a peptide amino acid sequence and an MHC pseudo amino acid sequence, predict their binding affinity value. This is MHC class I binding data. (1) The peptide sequence is ALYSPPLISI. The MHC is HLA-A02:01 with pseudo-sequence HLA-A02:01. The binding affinity (normalized) is 0.350. (2) The peptide sequence is RLFTKVKPL. The MHC is HLA-A02:06 with pseudo-sequence HLA-A02:06. The binding affinity (normalized) is 0.442. (3) The peptide sequence is LLKDLMPFV. The MHC is HLA-B40:01 with pseudo-sequence HLA-B40:01. The binding affinity (normalized) is 0.0847.